From a dataset of Reaction yield outcomes from USPTO patents with 853,638 reactions. Predict the reaction yield, written as a fraction of the theoretical maximum amount of product (1.0 means a 100% yield; for example, 0.34 means a 34% yield). (1) The reactants are C[O:2][C:3]([C:5]1[CH:10]=[CH:9][C:8](=[O:11])[N:7]([CH3:12])[C:6]=1[NH:13][C:14]1[CH:19]=[CH:18][C:17]([Br:20])=[CH:16][C:15]=1[F:21])=[O:4].BrC1C=CC(N)=C(F)C=1.C[Si]([N-][Si](C)(C)C)(C)C.[Li+].COC(C1C=CC(=O)N(C)C=1Cl)=O. The catalyst is C1COCC1. The product is [Br:20][C:17]1[CH:18]=[CH:19][C:14]([NH:13][C:6]2[N:7]([CH3:12])[C:8](=[O:11])[CH:9]=[CH:10][C:5]=2[C:3]([OH:4])=[O:2])=[C:15]([F:21])[CH:16]=1. The yield is 0.650. (2) The reactants are [CH3:1][O:2][C:3]([C:5]1([CH2:11][CH:12]=C)[CH2:10][CH2:9][CH2:8][CH2:7][CH2:6]1)=[O:4].I([O-])(=O)(=O)=[O:15].[Na+]. The yield is 0.310. The product is [CH3:1][O:2][C:3]([C:5]1([CH2:11][CH:12]=[O:15])[CH2:10][CH2:9][CH2:8][CH2:7][CH2:6]1)=[O:4]. The catalyst is C(O)(C)C.O.[Os](=O)(=O)(=O)=O.